This data is from Forward reaction prediction with 1.9M reactions from USPTO patents (1976-2016). The task is: Predict the product of the given reaction. (1) Given the reactants [Cl:1][C:2]1([Cl:9])[CH2:4][C:3]1([CH3:8])[C:5](O)=[O:6].S(Cl)([Cl:12])=O.[OH-].[Na+], predict the reaction product. The product is: [Cl:1][C:2]1([Cl:9])[CH2:4][C:3]1([CH3:8])[C:5]([Cl:12])=[O:6]. (2) Given the reactants [CH2:1]([C:4]1[CH:5]=[C:6]([CH:9]=[CH:10][C:11]=1[OH:12])[C:7]#[N:8])[CH:2]=[CH2:3], predict the reaction product. The product is: [OH:12][C:11]1[CH:10]=[CH:9][C:6]([C:7]#[N:8])=[CH:5][C:4]=1[CH2:1][CH2:2][CH3:3]. (3) Given the reactants Cl[C:2]1[C:3](=[O:14])[C:4]2[C:9]([C:10](=[O:13])[C:11]=1Cl)=[CH:8][CH:7]=[CH:6][CH:5]=2.[CH:15]1(C(O)=O)[CH2:20][CH2:19][CH2:18][CH2:17][CH2:16]1.S(OOS([O-])(=O)=O)([O-])(=O)=[O:25].[NH4+].[NH4+], predict the reaction product. The product is: [CH:15]1([C:2]2[C:3](=[O:14])[C:4]3[C:9]([C:10](=[O:13])[C:11]=2[OH:25])=[CH:8][CH:7]=[CH:6][CH:5]=3)[CH2:20][CH2:19][CH2:18][CH2:17][CH2:16]1. (4) Given the reactants [CH3:1][O:2][C:3](=[O:31])[CH2:4][CH2:5][NH:6][C:7]([C:9]1[S:10][C:11]([CH:14]([O:21][C:22]2[CH:27]=[C:26]([CH3:28])[C:25](I)=[C:24]([CH3:30])[CH:23]=2)[CH2:15][CH2:16][C:17]([F:20])([F:19])[F:18])=[CH:12][CH:13]=1)=[O:8].[CH:32]([C:35]1[CH:40]=[CH:39][C:38](B(O)O)=[CH:37][CH:36]=1)([CH3:34])[CH3:33].[F-].[K+], predict the reaction product. The product is: [CH3:1][O:2][C:3](=[O:31])[CH2:4][CH2:5][NH:6][C:7]([C:9]1[S:10][C:11]([CH:14]([O:21][C:22]2[CH:27]=[C:26]([CH3:28])[C:25]([C:38]3[CH:39]=[CH:40][C:35]([CH:32]([CH3:34])[CH3:33])=[CH:36][CH:37]=3)=[C:24]([CH3:30])[CH:23]=2)[CH2:15][CH2:16][C:17]([F:20])([F:19])[F:18])=[CH:12][CH:13]=1)=[O:8].